From a dataset of Full USPTO retrosynthesis dataset with 1.9M reactions from patents (1976-2016). Predict the reactants needed to synthesize the given product. Given the product [O:1]=[S:2]1(=[O:22])[CH2:7][CH2:6][CH2:5][CH2:4][N:3]1[C:8]1[N:17]=[C:16]([C:18]([NH:54][CH2:53][C:50]2[CH:51]=[CH:52][C:47]([F:46])=[CH:48][C:49]=2[C:55]([NH:57][CH:58]([CH3:60])[CH3:59])=[O:56])=[O:19])[C:15]([OH:21])=[C:14]2[C:9]=1[CH:10]=[CH:11][CH:12]=[N:13]2, predict the reactants needed to synthesize it. The reactants are: [O:1]=[S:2]1(=[O:22])[CH2:7][CH2:6][CH2:5][CH2:4][N:3]1[C:8]1[N:17]=[C:16]([C:18](O)=[O:19])[C:15]([OH:21])=[C:14]2[C:9]=1[CH:10]=[CH:11][CH:12]=[N:13]2.Cl.CN(C)CCCN=C=NCC.ON1C2N=CC=CC=2N=N1.[Cl-].[F:46][C:47]1[CH:52]=[CH:51][C:50]([CH2:53][NH3+:54])=[C:49]([C:55]([NH:57][CH:58]([CH3:60])[CH3:59])=[O:56])[CH:48]=1.C(N(CC)CC)C.[OH-].[Na+].